This data is from Full USPTO retrosynthesis dataset with 1.9M reactions from patents (1976-2016). The task is: Predict the reactants needed to synthesize the given product. (1) Given the product [Br:1][C:2]1[CH:11]=[CH:10][CH:9]=[C:8]2[C:3]=1[N:4]=[C:5]([NH:20][CH:16]1[CH2:17][CH2:18][CH2:19][CH:14]([NH2:21])[CH2:15]1)[C:6]([CH3:12])=[N:7]2, predict the reactants needed to synthesize it. The reactants are: [Br:1][C:2]1[CH:11]=[CH:10][CH:9]=[C:8]2[C:3]=1[N:4]=[C:5](Cl)[C:6]([CH3:12])=[N:7]2.[CH:14]1([NH2:21])[CH2:19][CH2:18][CH2:17][CH:16]([NH2:20])[CH2:15]1. (2) Given the product [Si:47]([O:19][CH2:18][C@H:15]1[O:14][C@H:9]([O:10]/[CH:11]=[CH:12]/[CH3:13])[C@H:8]([O:20][C:21](=[O:39])[CH2:22][CH2:23][CH2:24][CH2:25][CH2:26][CH2:27][CH2:28][CH2:29][CH2:30]/[CH:31]=[CH:32]\[CH2:33][CH2:34][CH2:35][CH2:36][CH2:37][CH3:38])[C@@H:7]([O:6][CH2:5][CH2:4][C@H:3]([O:2][CH3:1])[CH2:40][CH2:41][CH2:42][CH2:43][CH2:44][CH2:45][CH3:46])[C@@H:16]1[OH:17])([C:50]([CH3:53])([CH3:52])[CH3:51])([CH3:49])[CH3:48], predict the reactants needed to synthesize it. The reactants are: [CH3:1][O:2][C@H:3]([CH2:40][CH2:41][CH2:42][CH2:43][CH2:44][CH2:45][CH3:46])[CH2:4][CH2:5][O:6][C@H:7]1[C@H:16]([OH:17])[C@@H:15]([CH2:18][OH:19])[O:14][C@H:9]([O:10]/[CH:11]=[CH:12]/[CH3:13])[C@@H:8]1[O:20][C:21](=[O:39])[CH2:22][CH2:23][CH2:24][CH2:25][CH2:26][CH2:27][CH2:28][CH2:29][CH2:30]/[CH:31]=[CH:32]\[CH2:33][CH2:34][CH2:35][CH2:36][CH2:37][CH3:38].[Si:47](Cl)([C:50]([CH3:53])([CH3:52])[CH3:51])([CH3:49])[CH3:48]. (3) Given the product [CH3:44][O:43][C:40]1[CH:39]=[CH:38][C:37]([CH2:36][N:33]2[CH:2]=[C:1]([C:3]3[N:8]=[C:7]([C:9]([N:11]4[CH2:16][CH2:15][CH:14]([N:17]5[CH2:21][CH2:20][CH2:19][CH2:18]5)[CH2:13][CH2:12]4)=[O:10])[C:6]([CH3:22])=[CH:5][C:4]=3[C:23]3[CH:28]=[CH:27][CH:26]=[C:25]([C:29]([F:31])([F:32])[F:30])[CH:24]=3)[N:35]=[N:34]2)=[CH:42][CH:41]=1, predict the reactants needed to synthesize it. The reactants are: [C:1]([C:3]1[N:8]=[C:7]([C:9]([N:11]2[CH2:16][CH2:15][CH:14]([N:17]3[CH2:21][CH2:20][CH2:19][CH2:18]3)[CH2:13][CH2:12]2)=[O:10])[C:6]([CH3:22])=[CH:5][C:4]=1[C:23]1[CH:28]=[CH:27][CH:26]=[C:25]([C:29]([F:32])([F:31])[F:30])[CH:24]=1)#[CH:2].[N:33]([CH2:36][C:37]1[CH:42]=[CH:41][C:40]([O:43][CH3:44])=[CH:39][CH:38]=1)=[N+:34]=[N-:35].[Na].O=C1O[C@H]([C@H](CO)O)C([O-])=C1O. (4) Given the product [NH2:16][C:4]1[N:3]=[C:2]([NH:17][CH2:18][CH2:19][CH2:20][CH2:21][NH:22][C:23](=[O:25])[CH3:24])[CH:7]=[C:6]([C:8]2[CH:13]=[CH:12][CH:11]=[C:10]([Cl:14])[C:9]=2[Cl:15])[N:5]=1, predict the reactants needed to synthesize it. The reactants are: Cl[C:2]1[CH:7]=[C:6]([C:8]2[CH:13]=[CH:12][CH:11]=[C:10]([Cl:14])[C:9]=2[Cl:15])[N:5]=[C:4]([NH2:16])[N:3]=1.[NH2:17][CH2:18][CH2:19][CH2:20][CH2:21][NH:22][C:23](=[O:25])[CH3:24].C(N(CC)CC)C. (5) Given the product [C:27]([CH2:29][CH2:30][N:31]1[C:32]([CH2:33][N:34]([CH2:42][CH3:43])[C:35](=[O:41])[O:36][C:37]([CH3:40])([CH3:39])[CH3:38])=[N:26][N:25]=[N:24]1)#[N:28], predict the reactants needed to synthesize it. The reactants are: C1C=CC(P(C2C=CC=CC=2)C2C=CC=CC=2)=CC=1.C[Si]([N:24]=[N+:25]=[N-:26])(C)C.[C:27]([CH2:29][CH2:30][NH:31][C:32](=O)[CH2:33][N:34]([CH2:42][CH3:43])[C:35](=[O:41])[O:36][C:37]([CH3:40])([CH3:39])[CH3:38])#[N:28].CC(OC(/N=N/C(OC(C)C)=O)=O)C. (6) The reactants are: [CH3:1][O:2][C:3]([C:5]1[CH:31]=[CH:30][C:8]2[N:9]=[C:10]([NH:12][CH:13]3[CH2:18][CH2:17][N:16]([CH2:19][C:20]4[CH:25]=[CH:24][C:23]([OH:26])=[C:22]([O:27][CH2:28][CH3:29])[CH:21]=4)[CH2:15][CH2:14]3)[O:11][C:7]=2[CH:6]=1)=[O:4].[CH2:32](OC1C=C(C=CC=1OC)C=O)C.C([BH3-])#N.[Na+].C(N(C(C)C)C(C)C)C. Given the product [CH3:1][O:2][C:3]([C:5]1[CH:31]=[CH:30][C:8]2[N:9]=[C:10]([NH:12][CH:13]3[CH2:14][CH2:15][N:16]([CH2:19][C:20]4[CH:25]=[CH:24][C:23]([O:26][CH3:32])=[C:22]([O:27][CH2:28][CH3:29])[CH:21]=4)[CH2:17][CH2:18]3)[O:11][C:7]=2[CH:6]=1)=[O:4], predict the reactants needed to synthesize it. (7) Given the product [OH:8][CH:9]([C:26]1[S:27][CH:28]=[C:29]([C:31]([O:33][CH3:34])=[O:32])[N:30]=1)[CH2:10][O:11][C:12]1[CH:13]=[CH:14][C:15]([CH2:18][CH2:19][CH2:20][CH2:21][CH2:22][CH2:23][CH2:24][CH3:25])=[CH:16][CH:17]=1, predict the reactants needed to synthesize it. The reactants are: [Si]([O:8][CH:9]([C:26]1[S:27][CH:28]=[C:29]([C:31]([O:33][CH3:34])=[O:32])[N:30]=1)[CH2:10][O:11][C:12]1[CH:17]=[CH:16][C:15]([CH2:18][CH2:19][CH2:20][CH2:21][CH2:22][CH2:23][CH2:24][CH3:25])=[CH:14][CH:13]=1)(C(C)(C)C)(C)C.Cl. (8) The reactants are: Br[CH2:2][CH2:3][CH2:4][CH2:5][CH2:6][CH2:7][C:8]1[C:14]2[CH:15]=[CH:16][C:17]([OH:19])=[CH:18][C:13]=2[CH2:12][CH2:11][CH2:10][C:9]=1[C:20]1[CH:25]=[CH:24][C:23]([F:26])=[C:22]([OH:27])[CH:21]=1.[CH3:28][NH:29][CH2:30][CH2:31][CH2:32][S:33]([CH2:36][CH2:37][CH2:38][C:39]([F:45])([F:44])[C:40]([F:43])([F:42])[F:41])(=[O:35])=[O:34]. Given the product [F:26][C:23]1[CH:24]=[CH:25][C:20]([C:9]2[CH2:10][CH2:11][CH2:12][C:13]3[CH:18]=[C:17]([OH:19])[CH:16]=[CH:15][C:14]=3[C:8]=2[CH2:7][CH2:6][CH2:5][CH2:4][CH2:3][CH2:2][N:29]([CH3:28])[CH2:30][CH2:31][CH2:32][S:33]([CH2:36][CH2:37][CH2:38][C:39]([F:45])([F:44])[C:40]([F:41])([F:42])[F:43])(=[O:34])=[O:35])=[CH:21][C:22]=1[OH:27], predict the reactants needed to synthesize it. (9) Given the product [CH2:24]([C:27]1[O:28][C:29]2[CH:35]=[C:34]([O:36][CH3:37])[CH:33]=[CH:32][C:30]=2[CH:31]=1)[CH3:25], predict the reactants needed to synthesize it. The reactants are: CCC1OC2C=C(O)C=CC=2C=1C(C1C=C(Br)C(O)=C(Br)C=1)=O.[C:24]([C:27]1[O:28][C:29]2[CH:35]=[C:34]([O:36][CH3:37])[CH:33]=[CH:32][C:30]=2[CH:31]=1)(=O)[CH3:25].NN.